Predict the reactants needed to synthesize the given product. From a dataset of Full USPTO retrosynthesis dataset with 1.9M reactions from patents (1976-2016). (1) Given the product [C:35]([OH:38])(=[O:37])[CH2:36][CH2:2][C:49]([OH:53])=[O:50].[F:1][C:2]1[CH:3]=[CH:4][C:5]2[NH:11][C:10]3[CH:12]=[CH:13][C:14]([CH:16]([CH3:18])[CH3:17])=[CH:15][C:9]=3[C:8]([N:19]3[CH2:24][CH2:23][N:22]([CH3:35])[C@@H:21]([CH2:25][CH2:26][C:27]4[CH:28]=[CH:29][C:30]([F:33])=[CH:31][CH:32]=4)[CH2:20]3)=[N:7][C:6]=2[CH:34]=1, predict the reactants needed to synthesize it. The reactants are: [F:1][C:2]1[CH:3]=[CH:4][C:5]2[NH:11][C:10]3[CH:12]=[CH:13][C:14]([CH:16]([CH3:18])[CH3:17])=[CH:15][C:9]=3[C:8]([N:19]3[CH2:24][CH2:23][NH:22][C@@H:21]([CH2:25][CH2:26][C:27]4[CH:32]=[CH:31][C:30]([F:33])=[CH:29][CH:28]=4)[CH2:20]3)=[N:7][C:6]=2[CH:34]=1.[C:35]([O:38][BH-]([O:38][C:35](=[O:37])[CH3:36])[O:38][C:35](=[O:37])[CH3:36])(=[O:37])[CH3:36].[Na+].[CH2:49]=[O:50].[Cl-].[Na+].[OH2:53]. (2) The reactants are: [C:1]([CH2:3][C:4]1([N:15]2[CH:19]=[CH:18][C:17]([C:20]3[N:25]4[CH:26]=[CH:27][N:28]=[C:24]4[CH:23]=[C:22]([C:29]4[CH:30]=[N:31][N:32]([CH3:34])[CH:33]=4)[N:21]=3)=[CH:16]2)[CH2:7][N:6](C(OC(C)(C)C)=O)[CH2:5]1)#[N:2].[F:35][C:36]([F:41])([F:40])[C:37]([OH:39])=[O:38]. Given the product [F:35][C:36]([F:41])([F:40])[C:37]([OH:39])=[O:38].[CH3:34][N:32]1[CH:33]=[C:29]([C:22]2[N:21]=[C:20]([C:17]3[CH:18]=[CH:19][N:15]([C:4]4([CH2:3][C:1]#[N:2])[CH2:7][NH:6][CH2:5]4)[CH:16]=3)[N:25]3[CH:26]=[CH:27][N:28]=[C:24]3[CH:23]=2)[CH:30]=[N:31]1, predict the reactants needed to synthesize it. (3) Given the product [CH:37]([N:12]1[CH2:11][CH2:10][N:9]([CH2:13][C:14]2[CH:19]=[CH:18][C:17]([C:20]3[CH:25]=[CH:24][CH:23]=[CH:22][C:21]=3[Cl:26])=[CH:16][CH:15]=2)[CH2:8][CH:7]1[C:1]1[CH:2]=[CH:3][CH:4]=[CH:5][CH:6]=1)([CH3:38])[CH3:41], predict the reactants needed to synthesize it. The reactants are: [C:1]1([CH:7]2[NH:12][CH2:11][CH2:10][N:9]([CH2:13][C:14]3[CH:19]=[CH:18][C:17]([C:20]4[CH:25]=[CH:24][CH:23]=[CH:22][C:21]=4[Cl:26])=[CH:16][CH:15]=3)[CH2:8]2)[CH:6]=[CH:5][CH:4]=[CH:3][CH:2]=1.C(O[BH-](O[C:37](=O)[CH3:38])OC(=O)C)(=O)C.[Na+].[C:41](O)(=O)C. (4) Given the product [NH:1]1[C:9]2[C:4](=[CH:5][CH:6]=[CH:7][CH:8]=2)[C:3]([C@H:10]([CH3:50])[C@@H:11]([NH:35][C:36]([N:38]2[CH2:39][CH2:40][CH:41]([C:44]3[CH:49]=[CH:48][CH:47]=[CH:46][CH:45]=3)[CH2:42][CH2:43]2)=[O:37])[C:12]([NH:14][C:15]2[CH:34]=[CH:33][CH:32]=[C:17]([CH2:18][N:19]3[CH2:24][CH2:23][NH:22][CH2:21][CH2:20]3)[CH:16]=2)=[O:13])=[CH:2]1, predict the reactants needed to synthesize it. The reactants are: [NH:1]1[C:9]2[C:4](=[CH:5][CH:6]=[CH:7][CH:8]=2)[C:3]([C@H:10]([CH3:50])[C@@H:11]([NH:35][C:36]([N:38]2[CH2:43][CH2:42][CH:41]([C:44]3[CH:49]=[CH:48][CH:47]=[CH:46][CH:45]=3)[CH2:40][CH2:39]2)=[O:37])[C:12]([NH:14][C:15]2[CH:16]=[C:17]([CH:32]=[CH:33][CH:34]=2)[CH2:18][N:19]2[CH2:24][CH2:23][N:22](C(OC(C)(C)C)=O)[CH2:21][CH2:20]2)=[O:13])=[CH:2]1.Cl.O1CCOCC1.C(OCC)C.O. (5) Given the product [CH:31]1([N:23]([CH2:22][C:20]2[CH:19]=[CH:18][CH:17]=[C:16]3[N:15]([C:36]4[C:37]5[CH:44]([CH:45]([CH3:47])[CH3:46])[CH2:43][CH2:42][C:38]=5[N:39]=[CH:40][N:41]=4)[CH2:14][C:11]4([CH2:12][CH2:13][NH:8][CH2:9][CH2:10]4)[C:21]=23)[C:24](=[O:30])[O:25][C:26]([CH3:27])([CH3:29])[CH3:28])[CH2:35][CH2:34][CH2:33][CH2:32]1, predict the reactants needed to synthesize it. The reactants are: C([N:8]1[CH2:13][CH2:12][C:11]2([C:21]3[C:16](=[CH:17][CH:18]=[CH:19][C:20]=3[CH2:22][N:23]([CH:31]3[CH2:35][CH2:34][CH2:33][CH2:32]3)[C:24](=[O:30])[O:25][C:26]([CH3:29])([CH3:28])[CH3:27])[N:15]([C:36]3[C:37]4[CH:44]([CH:45]([CH3:47])[CH3:46])[CH2:43][CH2:42][C:38]=4[N:39]=[CH:40][N:41]=3)[CH2:14]2)[CH2:10][CH2:9]1)C1C=CC=CC=1.C([O-])=O.[NH4+]. (6) Given the product [CH3:26][O:25][C:21]1[CH:20]=[C:19]([N:7]2[CH:6]3[CH:4]([CH2:5]3)[N:3]([C:8]([O:10][CH2:11][C:12]3[CH:17]=[CH:16][CH:15]=[CH:14][CH:13]=3)=[O:9])[C:2]2=[O:1])[CH:24]=[CH:23][N:22]=1, predict the reactants needed to synthesize it. The reactants are: [O:1]=[C:2]1[NH:7][CH:6]2[CH:4]([CH2:5]2)[N:3]1[C:8]([O:10][CH2:11][C:12]1[CH:17]=[CH:16][CH:15]=[CH:14][CH:13]=1)=[O:9].Br[C:19]1[CH:24]=[CH:23][N:22]=[C:21]([O:25][CH3:26])[CH:20]=1.CC1(C)C2C(=C(P(C3C=CC=CC=3)C3C=CC=CC=3)C=CC=2)OC2C(P(C3C=CC=CC=3)C3C=CC=CC=3)=CC=CC1=2.C(=O)([O-])[O-].[Cs+].[Cs+]. (7) Given the product [C:1]([O:5][C:6](=[O:24])[NH:7][C:8]1[CH:13]=[C:12]([N:14]2[CH2:18][CH2:17][CH2:16][CH2:15]2)[C:11]([C:19]([F:21])([F:22])[F:20])=[CH:10][C:9]=1[NH:23][C:30](=[O:29])[CH2:31][C:32](=[O:45])[C:33]1[CH:38]=[CH:37][CH:36]=[C:35]([C:39]2[CH:40]=[N:41][CH:42]=[CH:43][CH:44]=2)[CH:34]=1)([CH3:4])([CH3:2])[CH3:3], predict the reactants needed to synthesize it. The reactants are: [C:1]([O:5][C:6](=[O:24])[NH:7][C:8]1[CH:13]=[C:12]([N:14]2[CH2:18][CH2:17][CH2:16][CH2:15]2)[C:11]([C:19]([F:22])([F:21])[F:20])=[CH:10][C:9]=1[NH2:23])([CH3:4])([CH3:3])[CH3:2].C([O:29][C:30](=O)[CH2:31][C:32](=[O:45])[C:33]1[CH:38]=[CH:37][CH:36]=[C:35]([C:39]2[CH:40]=[N:41][CH:42]=[CH:43][CH:44]=2)[CH:34]=1)(C)(C)C. (8) The reactants are: B.CSC.[C:5]([O:9][C:10]([N:12]([CH2:17][C:18]1[CH:25]=[CH:24][C:21]([C:22]#[N:23])=[CH:20][CH:19]=1)[CH2:13][CH:14]([CH3:16])[CH3:15])=[O:11])([CH3:8])([CH3:7])[CH3:6].OS([O-])(=O)=O.[K+].[OH-].[Na+]. Given the product [C:5]([O:9][C:10]([N:12]([CH2:17][C:18]1[CH:19]=[CH:20][C:21]([CH2:22][NH2:23])=[CH:24][CH:25]=1)[CH2:13][CH:14]([CH3:16])[CH3:15])=[O:11])([CH3:7])([CH3:8])[CH3:6], predict the reactants needed to synthesize it.